From a dataset of Full USPTO retrosynthesis dataset with 1.9M reactions from patents (1976-2016). Predict the reactants needed to synthesize the given product. (1) Given the product [Cl:22][C:19]1[CH:20]=[CH:21][C:14]2[O:13][C:12]([S:9]([C:6]3[NH:5][NH:4][CH:3]=[CH:8][CH:7]=3)(=[O:10])=[O:11])=[C:16]([CH3:17])[C:15]=2[CH:18]=1.[N:5]1[NH:4][C:3](=[O:2])[CH:8]=[CH:7][CH:6]=1, predict the reactants needed to synthesize it. The reactants are: C[O:2][C:3]1[N:4]=[N:5][C:6]([S:9]([C:12]2[O:13][C:14]3[CH:21]=[CH:20][C:19]([Cl:22])=[CH:18][C:15]=3[C:16]=2[CH3:17])(=[O:11])=[O:10])=[CH:7][CH:8]=1.Cl. (2) The reactants are: [CH3:1][O:2][C:3]1[CH:4]=[C:5]2[C:10](=[CH:11][CH:12]=1)[C:9]([O:13][CH2:14]OC)=[C:8]([C:17]1[CH:21]=[CH:20][S:19][CH:18]=1)[C:7]([CH3:22])=[CH:6]2.C([O-])([O-])=O.[Cs+].[Cs+].FC1[CH:37]=[CH:36][C:33]([CH:34]=[O:35])=[CH:32][CH:31]=1. Given the product [CH3:1][O:2][C:3]1[CH:4]=[C:5]2[C:10](=[CH:11][CH:12]=1)[C:9]([O:13][C:14]1[CH:37]=[CH:36][C:33]([CH:34]=[O:35])=[CH:32][CH:31]=1)=[C:8]([C:17]1[CH:21]=[CH:20][S:19][CH:18]=1)[C:7]([CH3:22])=[CH:6]2, predict the reactants needed to synthesize it. (3) Given the product [C:2]1([C:11]2[C:10]([CH:8]=[O:9])=[CH:14][S:13][CH:12]=2)[CH:7]=[CH:6][CH:5]=[CH:4][CH:3]=1, predict the reactants needed to synthesize it. The reactants are: I[C:2]1[CH:7]=[CH:6][CH:5]=[CH:4][CH:3]=1.[CH:8]([C:10]1[C:11](B(O)O)=[CH:12][S:13][CH:14]=1)=[O:9].ClC1C=CC(CC2SC(C=O)=CC=2)=CC=1. (4) The reactants are: [Mg].II.[F:4][C:5]1[CH:10]=[CH:9][CH:8]=[CH:7][C:6]=1I.[F:12][C:13]1[CH:32]=[CH:31][C:16]([C:17]([N:19]2[CH2:24][CH2:23][CH:22]([C:25](=[O:30])N(C)OC)[CH2:21][CH2:20]2)=[O:18])=[CH:15][CH:14]=1. Given the product [F:12][C:13]1[CH:14]=[CH:15][C:16]([C:17]([N:19]2[CH2:20][CH2:21][CH:22]([C:25](=[O:30])[C:6]3[CH:7]=[CH:8][CH:9]=[CH:10][C:5]=3[F:4])[CH2:23][CH2:24]2)=[O:18])=[CH:31][CH:32]=1, predict the reactants needed to synthesize it. (5) Given the product [NH:1]1[C:9]2[C:4](=[CH:5][CH:6]=[CH:7][CH:8]=2)[C:3](/[CH:10]=[CH:11]/[C:12]2[CH:17]=[CH:16][CH:15]=[CH:14][C:13]=2[N:18]2[C:19](=[O:20])[C:27]3[CH2:26][CH2:25][CH2:24][CH2:23][C:22]=3[C:21]2=[O:28])=[N:2]1, predict the reactants needed to synthesize it. The reactants are: [NH:1]1[C:9]2[C:4](=[CH:5][CH:6]=[CH:7][CH:8]=2)[C:3](/[CH:10]=[CH:11]/[C:12]2[CH:17]=[CH:16][CH:15]=[CH:14][C:13]=2[NH2:18])=[N:2]1.[C:19]1(=O)[C:27]2[CH2:26][CH2:25][CH2:24][CH2:23][C:22]=2[C:21](=[O:28])[O:20]1.C(=O)([O-])O.[Na+].